From a dataset of TCR-epitope binding with 47,182 pairs between 192 epitopes and 23,139 TCRs. Binary Classification. Given a T-cell receptor sequence (or CDR3 region) and an epitope sequence, predict whether binding occurs between them. (1) The epitope is YLNTLTLAV. The TCR CDR3 sequence is CASSLMLETQYF. Result: 1 (the TCR binds to the epitope). (2) The epitope is VSFIEFVGW. The TCR CDR3 sequence is CASSLPDPGKPANTGELFF. Result: 0 (the TCR does not bind to the epitope).